From a dataset of Forward reaction prediction with 1.9M reactions from USPTO patents (1976-2016). Predict the product of the given reaction. (1) Given the reactants [Br:1][C:2]1[CH:3]=[C:4]([C@@:9]([NH:19][S@@:20]([C:22]([CH3:25])([CH3:24])[CH3:23])=[O:21])([CH2:12][C:13](=[O:18])[C:14]([F:17])([F:16])[F:15])[CH2:10][F:11])[C:5]([F:8])=[N:6][CH:7]=1.[BH4-].[Na+].C(=O)(O)[O-].[Na+], predict the reaction product. The product is: [Br:1][C:2]1[CH:3]=[C:4]([C@@:9]([NH:19][S@@:20]([C:22]([CH3:25])([CH3:24])[CH3:23])=[O:21])([CH2:12][C@H:13]([OH:18])[C:14]([F:15])([F:17])[F:16])[CH2:10][F:11])[C:5]([F:8])=[N:6][CH:7]=1. (2) Given the reactants [CH3:1][O:2][C:3](=[O:15])[C:4]1[CH:9]=[CH:8][C:7]([NH2:10])=[C:6]([CH:11]=[C:12](Br)Br)[CH:5]=1.[C:16]1(B(O)O)[CH:21]=[CH:20][CH:19]=[CH:18][CH:17]=1.[O-]P([O-])([O-])=O.[K+].[K+].[K+].O, predict the reaction product. The product is: [CH3:1][O:2][C:3]([C:4]1[CH:5]=[C:6]2[C:7](=[CH:8][CH:9]=1)[NH:10][C:12]([C:16]1[CH:21]=[CH:20][CH:19]=[CH:18][CH:17]=1)=[CH:11]2)=[O:15]. (3) Given the reactants [CH3:1][NH:2][CH2:3][CH2:4][N:5]([CH2:11][C:12]1[CH:13]=[C:14]([CH:48]=[CH:49][CH:50]=1)[C:15]([NH:17][C:18]1[S:19][C:20]2[CH2:47][CH2:46][CH2:45][CH2:44][C:21]=2[C:22]=1[C:23]([NH:25][C:26]1[CH:31]=[CH:30][C:29]([CH2:32][CH2:33][C:34]2[CH:43]=[CH:42][C:37]([C:38]([O:40][CH3:41])=[O:39])=[CH:36][CH:35]=2)=[CH:28][CH:27]=1)=[O:24])=[O:16])[CH:6]([CH2:9][CH3:10])[CH2:7][CH3:8].C(N(C(C)C)C(C)C)C.[N:60]([C@@H:63]([CH3:68])[C:64]([O:66][CH3:67])=[O:65])=[C:61]=[O:62].C(=O)([O-])O.[Na+], predict the reaction product. The product is: [CH3:68][C@H:63]([NH:60][C:61](=[O:62])[N:2]([CH3:1])[CH2:3][CH2:4][N:5]([CH:6]([CH2:9][CH3:10])[CH2:7][CH3:8])[CH2:11][C:12]1[CH:13]=[C:14]([CH:48]=[CH:49][CH:50]=1)[C:15]([NH:17][C:18]1[S:19][C:20]2[CH2:47][CH2:46][CH2:45][CH2:44][C:21]=2[C:22]=1[C:23]([NH:25][C:26]1[CH:31]=[CH:30][C:29]([CH2:32][CH2:33][C:34]2[CH:35]=[CH:36][C:37]([C:38]([O:40][CH3:41])=[O:39])=[CH:42][CH:43]=2)=[CH:28][CH:27]=1)=[O:24])=[O:16])[C:64](=[O:65])[O:66][CH3:67]. (4) Given the reactants [F:1][C:2]1[CH:3]=[C:4]([OH:9])[CH:5]=[CH:6][C:7]=1[F:8].[CH2:10](Br)[C:11]1[CH:16]=[CH:15][CH:14]=[CH:13][CH:12]=1.C(=O)([O-])[O-].[K+].[K+], predict the reaction product. The product is: [CH2:10]([O:9][C:4]1[CH:5]=[CH:6][C:7]([F:8])=[C:2]([F:1])[CH:3]=1)[C:11]1[CH:16]=[CH:15][CH:14]=[CH:13][CH:12]=1. (5) The product is: [CH3:20][C:19]([CH3:22])([CH3:21])[C:18]([NH:4][C:5]1[CH:10]=[CH:9][CH:8]=[CH:7][N:6]=1)=[O:23]. Given the reactants C(Cl)Cl.[NH2:4][C:5]1[CH:10]=[CH:9][CH:8]=[CH:7][N:6]=1.C(N(CC)CC)C.[C:18](Cl)(=[O:23])[C:19]([CH3:22])([CH3:21])[CH3:20], predict the reaction product. (6) Given the reactants C(NC(C)C)(C)C.C([Li])CCC.[Cl:13][C:14]1[CH:15]=[N:16][CH:17]=[C:18]([Cl:21])[C:19]=1[CH3:20].[CH:22]1([O:27][C:28]2[CH:29]=[C:30]([C:33]([F:38])=[CH:34][C:35]=2[O:36][CH3:37])[CH:31]=[O:32])[CH2:26][CH2:25][CH2:24][CH2:23]1.[Cl-].[NH4+], predict the reaction product. The product is: [Cl:13][C:14]1[CH:15]=[N:16][CH:17]=[C:18]([Cl:21])[C:19]=1[CH2:20][CH:31]([C:30]1[C:33]([F:38])=[CH:34][C:35]([O:36][CH3:37])=[C:28]([O:27][CH:22]2[CH2:26][CH2:25][CH2:24][CH2:23]2)[CH:29]=1)[OH:32]. (7) Given the reactants [C:1](Cl)(=[O:4])[CH:2]=[CH2:3].[F:6][C:7]1[CH:28]=[C:27]([N+:29]([O-:31])=[O:30])[CH:26]=[CH:25][C:8]=1[O:9][C:10]1[CH:15]=[CH:14][N:13]=[C:12]2[CH:16]=[C:17]([C:19]3[CH2:20][CH2:21][NH:22][CH2:23][CH:24]=3)[S:18][C:11]=12.C([O-])([O-])=O.[K+].[K+], predict the reaction product. The product is: [F:6][C:7]1[CH:28]=[C:27]([N+:29]([O-:31])=[O:30])[CH:26]=[CH:25][C:8]=1[O:9][C:10]1[CH:15]=[CH:14][N:13]=[C:12]2[CH:16]=[C:17]([C:19]3[CH2:20][CH2:21][N:22]([C:1](=[O:4])[CH:2]=[CH2:3])[CH2:23][CH:24]=3)[S:18][C:11]=12. (8) Given the reactants [NH:1]1[CH2:8][CH2:7][CH2:6][C@H:2]1[C:3]([OH:5])=[O:4].Br[C:10]1[S:11][CH:12]=[CH:13][N:14]=1.C(=O)([O-])[O-].[K+].[K+], predict the reaction product. The product is: [S:11]1[CH:12]=[CH:13][N:14]=[C:10]1[N:1]1[CH2:8][CH2:7][CH2:6][C@H:2]1[C:3]([OH:5])=[O:4]. (9) Given the reactants N(CC(O)=O)CC(O)=O.CC(OC(OC(OC(C)(C)C)=O)=O)(C)C.[C:25]([N:32]([CH2:37][C:38]([OH:40])=[O:39])[CH2:33][C:34]([OH:36])=O)([O:27][C:28]([CH3:31])([CH3:30])[CH3:29])=[O:26].C(N(CC)CC)C.ClC(Cl)(OC(=O)OC(Cl)(Cl)Cl)Cl, predict the reaction product. The product is: [C:25]([N:32]1[CH2:33][C:34](=[O:36])[O:40][C:38](=[O:39])[CH2:37]1)([O:27][C:28]([CH3:29])([CH3:30])[CH3:31])=[O:26].